The task is: Predict the product of the given reaction.. This data is from Forward reaction prediction with 1.9M reactions from USPTO patents (1976-2016). (1) Given the reactants C(OC([N:8]1[CH2:13][CH2:12][CH:11]([CH2:14][N:15]([C:17]2[CH:22]=[CH:21][N:20]=[C:19]([Cl:23])[N:18]=2)[CH3:16])[CH2:10][CH2:9]1)=O)(C)(C)C.[H][H], predict the reaction product. The product is: [ClH:23].[N:20]1[CH:21]=[CH:22][C:17]([N:15]([CH2:14][CH:11]2[CH2:10][CH2:9][NH:8][CH2:13][CH2:12]2)[CH3:16])=[N:18][CH:19]=1. (2) Given the reactants [N:1]1[C:10]2[C:5](=[CH:6][CH:7]=[CH:8][CH:9]=2)[CH:4]=[CH:3][C:2]=1[NH:11][CH:12]1[CH:17]2[CH:13]1[CH2:14][N:15]([C:18]1[N:23]=[CH:22][C:21]([C:24]([O:26]CC)=[O:25])=[CH:20][N:19]=1)[CH2:16]2.O, predict the reaction product. The product is: [N:1]1[C:10]2[C:5](=[CH:6][CH:7]=[CH:8][CH:9]=2)[CH:4]=[CH:3][C:2]=1[NH:11][CH:12]1[CH:13]2[CH:17]1[CH2:16][N:15]([C:18]1[N:23]=[CH:22][C:21]([C:24]([OH:26])=[O:25])=[CH:20][N:19]=1)[CH2:14]2. (3) Given the reactants C(Cl)(=O)C(Cl)=O.CS(C)=O.[OH:11][CH2:12][C@H:13]1[N:18]([C:19]([O:21][C:22]([CH3:25])([CH3:24])[CH3:23])=[O:20])[CH2:17][C@@H:16]([CH2:26][CH2:27][C:28]2[CH:33]=[CH:32][CH:31]=[CH:30][C:29]=2[NH:34][C:35](=[O:55])[C@H:36]([CH:42]([C:49]2[CH:54]=[CH:53][CH:52]=[CH:51][CH:50]=2)[C:43]2[CH:48]=[CH:47][CH:46]=[CH:45][CH:44]=2)[NH:37][C:38]([O:40][CH3:41])=[O:39])[O:15][CH2:14]1.C(N(CC)CC)C.C(=O)([O-])O.[Na+], predict the reaction product. The product is: [CH:12]([C@H:13]1[N:18]([C:19]([O:21][C:22]([CH3:25])([CH3:23])[CH3:24])=[O:20])[CH2:17][C@@H:16]([CH2:26][CH2:27][C:28]2[CH:33]=[CH:32][CH:31]=[CH:30][C:29]=2[NH:34][C:35](=[O:55])[C@H:36]([CH:42]([C:49]2[CH:50]=[CH:51][CH:52]=[CH:53][CH:54]=2)[C:43]2[CH:44]=[CH:45][CH:46]=[CH:47][CH:48]=2)[NH:37][C:38]([O:40][CH3:41])=[O:39])[O:15][CH2:14]1)=[O:11].